This data is from Full USPTO retrosynthesis dataset with 1.9M reactions from patents (1976-2016). The task is: Predict the reactants needed to synthesize the given product. (1) Given the product [C:8]1([C:4]2[CH:3]=[C:2]([B:33]([OH:34])[OH:32])[CH:7]=[CH:6][CH:5]=2)[C:17]2[C:12](=[CH:13][CH:14]=[CH:15][CH:16]=2)[CH:11]=[CH:10][CH:9]=1, predict the reactants needed to synthesize it. The reactants are: Br[C:2]1[CH:3]=[C:4]([C:8]2[C:17]3[C:12](=[CH:13][CH:14]=[CH:15][CH:16]=3)[CH:11]=[CH:10][CH:9]=2)[CH:5]=[CH:6][CH:7]=1.CCCCCC.C([Li])CCC.C([O:32][B:33](OC(C)C)[O:34]C(C)C)(C)C.Cl. (2) Given the product [Cl:1][C:2]1[CH:3]=[CH:4][C:5]([N:8]2[CH:12]=[CH:11][C:10]([O:13][CH2:23][C:24](=[O:26])[CH3:25])=[N:9]2)=[CH:6][CH:7]=1, predict the reactants needed to synthesize it. The reactants are: [Cl:1][C:2]1[CH:7]=[CH:6][C:5]([N:8]2[CH:12]=[CH:11][C:10]([OH:13])=[N:9]2)=[CH:4][CH:3]=1.C(=O)([O-])[O-].[K+].[K+].[I-].[Na+].Cl[CH2:23][C:24](=[O:26])[CH3:25].[Cl-].[Li+]. (3) Given the product [CH:16]1([N:7]2[CH2:8][C:9]([F:15])([F:14])[C:10](=[O:13])[N:11]([CH3:12])[C:5]3[CH:4]=[N:3][C:2]([NH:22][C:23]4[C:31]([F:32])=[CH:30][C:26]([C:27]([OH:29])=[O:28])=[C:25]([F:33])[CH:24]=4)=[N:21][C:6]2=3)[CH2:20][CH2:19][CH2:18][CH2:17]1, predict the reactants needed to synthesize it. The reactants are: Cl[C:2]1[N:3]=[CH:4][C:5]2[N:11]([CH3:12])[C:10](=[O:13])[C:9]([F:15])([F:14])[CH2:8][N:7]([CH:16]3[CH2:20][CH2:19][CH2:18][CH2:17]3)[C:6]=2[N:21]=1.[NH2:22][C:23]1[C:31]([F:32])=[CH:30][C:26]([C:27]([OH:29])=[O:28])=[C:25]([F:33])[CH:24]=1.C(=O)([O-])[O-].[Cs+].[Cs+]. (4) Given the product [NH2:1][C:2]1[C:3]([C:8]([C:10]2[CH:11]=[N:12][CH:13]=[CH:14][CH:15]=2)=[O:9])=[N:4][C:5]([Br:22])=[CH:6][N:7]=1, predict the reactants needed to synthesize it. The reactants are: [NH2:1][C:2]1[C:3]([C:8]([C:10]2[CH:11]=[N:12][CH:13]=[CH:14][CH:15]=2)=[O:9])=[N:4][CH:5]=[CH:6][N:7]=1.C([O-])([O-])=O.[Na+].[Na+].[Br:22]Br. (5) Given the product [I:1][C:2]1[CH:3]=[CH:4][C:5]([CH3:10])=[C:6]([CH:7]=[N:35][C:17]([O:16][Si:15]([CH3:30])([CH3:29])[CH3:11])=[CH2:18])[CH:9]=1, predict the reactants needed to synthesize it. The reactants are: [I:1][C:2]1[CH:3]=[CH:4][C:5]([CH3:10])=[C:6]([CH:9]=1)[CH:7]=O.[C:11]([Si:15]([CH3:30])([CH3:29])[O:16][CH2:17][CH2:18]OC1C=CC(I)=CC=1C=O)(C)(C)C.C[Si]([NH:35][Si](C)(C)C)(C)C.C([Li])CCC.C[Si](Cl)(C)C.C(N(CC)CC)C.C(Cl)(=O)C. (6) Given the product [OH:1][C:2]1([C:12]2[S:13][CH:14]=[C:15]([C:17]([NH:24][CH3:23])=[O:19])[N:16]=2)[CH2:11][CH2:10][C:5]2([O:9][CH2:8][CH2:7][O:6]2)[CH2:4][CH2:3]1, predict the reactants needed to synthesize it. The reactants are: [OH:1][C:2]1([C:12]2[S:13][CH:14]=[C:15]([C:17]([OH:19])=O)[N:16]=2)[CH2:11][CH2:10][C:5]2([O:9][CH2:8][CH2:7][O:6]2)[CH2:4][CH2:3]1.CN.C[CH2:23][N:24](CC)CC.C(Cl)CCl.C1C=CC2N(O)N=NC=2C=1.